From a dataset of Forward reaction prediction with 1.9M reactions from USPTO patents (1976-2016). Predict the product of the given reaction. (1) Given the reactants [C:1]([O:5][C:6]([N:8]1[C:16]2[C:11](=[C:12]([CH3:19])[C:13]([O:17][CH3:18])=[CH:14][CH:15]=2)[CH:10]=[CH:9]1)=[O:7])([CH3:4])([CH3:3])[CH3:2], predict the reaction product. The product is: [C:1]([O:5][C:6]([N:8]1[C:16]2[C:11](=[C:12]([CH3:19])[C:13]([O:17][CH3:18])=[CH:14][CH:15]=2)[CH2:10][CH2:9]1)=[O:7])([CH3:4])([CH3:3])[CH3:2]. (2) Given the reactants [OH:1][CH:2]([C:24]1[C:33]2[C:28](=[CH:29][CH:30]=[C:31]([O:34][CH3:35])[CH:32]=2)[N:27]=[CH:26][CH:25]=1)[CH2:3][CH2:4][C@@H:5]1[CH2:10][CH2:9][N:8]([CH:11]2[CH2:14][CH:13]([C:15]3[CH:20]=[CH:19][CH:18]=[CH:17][CH:16]=3)[CH2:12]2)[CH2:7][C@@H:6]1[C:21](O)=[O:22].F[P-](F)(F)(F)(F)F.Br[P+](N1CCCC1)(N1CCCC1)[N:45]1CCCC1.OC1C2N=NNC=2C=CC=1.C(N(CC)CC)C.[NH4+].[Cl-], predict the reaction product. The product is: [OH:1][CH:2]([C:24]1[C:33]2[C:28](=[CH:29][CH:30]=[C:31]([O:34][CH3:35])[CH:32]=2)[N:27]=[CH:26][CH:25]=1)[CH2:3][CH2:4][C@@H:5]1[CH2:10][CH2:9][N:8]([CH:11]2[CH2:14][CH:13]([C:15]3[CH:16]=[CH:17][CH:18]=[CH:19][CH:20]=3)[CH2:12]2)[CH2:7][C@@H:6]1[C:21]([NH2:45])=[O:22].